Dataset: Reaction yield outcomes from USPTO patents with 853,638 reactions. Task: Predict the reaction yield, written as a fraction of the theoretical maximum amount of product (1.0 means a 100% yield; for example, 0.34 means a 34% yield). The reactants are [NH2:1][C:2]([C@:4]1([CH3:23])[CH2:8][CH2:7][C@H:6]([C:9]2[CH:14]=[CH:13][C:12]([OH:15])=[CH:11][CH:10]=2)[N:5]1[C:16]([O:18][C:19]([CH3:22])([CH3:21])[CH3:20])=[O:17])=[O:3].C(=O)([O-])[O-].[K+].[K+].Br[CH2:31][C:32]1[CH:37]=[CH:36][CH:35]=[CH:34][C:33]=1[F:38].C(OCC)(=O)C. The catalyst is C(#N)C.O. The product is [NH2:1][C:2]([C@:4]1([CH3:23])[CH2:8][CH2:7][C@H:6]([C:9]2[CH:14]=[CH:13][C:12]([O:15][CH2:31][C:32]3[CH:37]=[CH:36][CH:35]=[CH:34][C:33]=3[F:38])=[CH:11][CH:10]=2)[N:5]1[C:16]([O:18][C:19]([CH3:22])([CH3:21])[CH3:20])=[O:17])=[O:3]. The yield is 0.720.